This data is from Forward reaction prediction with 1.9M reactions from USPTO patents (1976-2016). The task is: Predict the product of the given reaction. (1) Given the reactants [CH2:1]([O:3][C:4]([C:6]1[C:7]([C:36]([O:38][CH2:39][CH3:40])=[O:37])=[C:8]([C:27]2[CH:32]=[CH:31][C:30]([N+:33]([O-])=O)=[CH:29][CH:28]=2)[N:9]2[C:14]=1[C:13]([C:15]1[CH:20]=[CH:19][CH:18]=[CH:17][CH:16]=1)=[CH:12][C:11]([N:21]1[CH2:26][CH2:25][O:24][CH2:23][CH2:22]1)=[N:10]2)=[O:5])[CH3:2], predict the reaction product. The product is: [CH2:1]([O:3][C:4]([C:6]1[C:7]([C:36]([O:38][CH2:39][CH3:40])=[O:37])=[C:8]([C:27]2[CH:28]=[CH:29][C:30]([NH2:33])=[CH:31][CH:32]=2)[N:9]2[C:14]=1[C:13]([C:15]1[CH:16]=[CH:17][CH:18]=[CH:19][CH:20]=1)=[CH:12][C:11]([N:21]1[CH2:22][CH2:23][O:24][CH2:25][CH2:26]1)=[N:10]2)=[O:5])[CH3:2]. (2) Given the reactants [CH3:1][C:2]1([CH3:32])[CH2:7][C:6](=[O:8])[CH2:5][C:4]([CH3:10])([CH3:9])[P:3]1[C:11]1[CH:16]=[CH:15][CH:14]=[CH:13][C:12]=1[C:17]1[C:22]([CH:23]([CH3:25])[CH3:24])=[CH:21][C:20]([CH:26]([CH3:28])[CH3:27])=[CH:19][C:18]=1[CH:29]([CH3:31])[CH3:30].[H-].[Al+3].[Li+].[H-].[H-].[H-], predict the reaction product. The product is: [CH3:10][C:4]1([CH3:9])[CH2:5][CH:6]([OH:8])[CH2:7][C:2]([CH3:1])([CH3:32])[P:3]1[C:11]1[CH:16]=[CH:15][CH:14]=[CH:13][C:12]=1[C:17]1[C:22]([CH:23]([CH3:24])[CH3:25])=[CH:21][C:20]([CH:26]([CH3:28])[CH3:27])=[CH:19][C:18]=1[CH:29]([CH3:31])[CH3:30]. (3) Given the reactants [OH:1][C:2]1[CH:7]=[CH:6][C:5]([CH:8]2[CH2:13][CH2:12][C:11](=O)[CH2:10][CH2:9]2)=[CH:4][CH:3]=1.[CH3:15][NH2:16], predict the reaction product. The product is: [OH:1][C:2]1[CH:7]=[CH:6][C:5]([C@H:8]2[CH2:13][CH2:12][C@H:11]([NH:16][CH3:15])[CH2:10][CH2:9]2)=[CH:4][CH:3]=1. (4) Given the reactants C([O:4][CH2:5][C@@H:6]1[C@@H:11]([O:12]C(=O)C)[C@H:10]([OH:16])[C@H:9]([OH:17])[C@@H:8]([C:18]2[CH:23]=[CH:22][CH:21]=[C:20]([O:24][Si](C(C)(C)C)(C)C)[CH:19]=2)[O:7]1)(=O)C.[F:32][CH2:33][CH2:34]I.C([O-])([O-])=O.[Cs+].[Cs+], predict the reaction product. The product is: [F:32][CH2:33][CH2:34][O:24][C:20]1[CH:19]=[C:18]([C@@H:8]2[C@@H:9]([OH:17])[C@@H:10]([OH:16])[C@H:11]([OH:12])[C@@H:6]([CH2:5][OH:4])[O:7]2)[CH:23]=[CH:22][CH:21]=1. (5) Given the reactants [Cl:1][C:2]1[CH:3]=[N:4][CH:5]=[C:6]([CH:11]=1)[C:7](Cl)=[N:8][OH:9].[C:12]([C:14]1[CH:19]=[CH:18][C:17]([F:20])=[CH:16][C:15]=1[F:21])#[CH:13].N, predict the reaction product. The product is: [Cl:1][C:2]1[CH:11]=[C:6]([C:7]2[CH:13]=[C:12]([C:14]3[CH:19]=[CH:18][C:17]([F:20])=[CH:16][C:15]=3[F:21])[O:9][N:8]=2)[CH:5]=[N:4][CH:3]=1. (6) The product is: [CH2:13]([O:15][C:16](=[O:44])[C:17]([O:36][C:37]1[CH:42]=[CH:41][CH:40]=[CH:39][C:38]=1[F:43])([CH3:35])[CH2:18][C:19]1[CH:24]=[CH:23][C:22]([O:25][CH2:26][CH2:27][CH:28]2[CH2:32][N:31]([CH2:7][C:6]3[CH:9]=[CH:10][C:3]([C:2]([F:12])([F:11])[F:1])=[CH:4][CH:5]=3)[C:30](=[O:33])[N:29]2[CH3:34])=[CH:21][CH:20]=1)[CH3:14]. Given the reactants [F:1][C:2]([F:12])([F:11])[C:3]1[CH:10]=[CH:9][C:6]([CH2:7]Br)=[CH:5][CH:4]=1.[CH2:13]([O:15][C:16](=[O:44])[C:17]([O:36][C:37]1[CH:42]=[CH:41][CH:40]=[CH:39][C:38]=1[F:43])([CH3:35])[CH2:18][C:19]1[CH:24]=[CH:23][C:22]([O:25][CH2:26][CH2:27][CH:28]2[CH2:32][NH:31][C:30](=[O:33])[N:29]2[CH3:34])=[CH:21][CH:20]=1)[CH3:14].[H-].[Na+], predict the reaction product. (7) Given the reactants [C:1]([N:8]1[CH2:12][CH2:11][C@@H:10]([O:13][C:14]2[CH:15]=[N:16][CH:17]=[C:18](Br)[CH:19]=2)[CH2:9]1)([O:3][C:4]([CH3:7])([CH3:6])[CH3:5])=[O:2].[CH3:21][Mg+].[Br-], predict the reaction product. The product is: [C:1]([N:8]1[CH2:12][CH2:11][C@@H:10]([O:13][C:14]2[CH:15]=[N:16][CH:17]=[C:18]([CH3:21])[CH:19]=2)[CH2:9]1)([O:3][C:4]([CH3:7])([CH3:6])[CH3:5])=[O:2]. (8) Given the reactants [N:1]([CH:4]1[CH2:8][CH2:7][C:6](=[O:9])[CH2:5]1)=[N+]=[N-].[CH3:10][C:11]([O:14][C:15](O[C:15]([O:14][C:11]([CH3:13])([CH3:12])[CH3:10])=[O:16])=[O:16])([CH3:13])[CH3:12], predict the reaction product. The product is: [O:9]=[C:6]1[CH2:7][CH2:8][CH:4]([NH:1][C:15](=[O:16])[O:14][C:11]([CH3:13])([CH3:12])[CH3:10])[CH2:5]1.